Dataset: NCI-60 drug combinations with 297,098 pairs across 59 cell lines. Task: Regression. Given two drug SMILES strings and cell line genomic features, predict the synergy score measuring deviation from expected non-interaction effect. Drug 1: COC1=CC(=CC(=C1O)OC)C2C3C(COC3=O)C(C4=CC5=C(C=C24)OCO5)OC6C(C(C7C(O6)COC(O7)C8=CC=CS8)O)O. Drug 2: CC1=C(C=C(C=C1)C(=O)NC2=CC(=CC(=C2)C(F)(F)F)N3C=C(N=C3)C)NC4=NC=CC(=N4)C5=CN=CC=C5. Cell line: A549. Synergy scores: CSS=43.2, Synergy_ZIP=5.75, Synergy_Bliss=5.69, Synergy_Loewe=-9.31, Synergy_HSA=4.86.